From a dataset of Reaction yield outcomes from USPTO patents with 853,638 reactions. Predict the reaction yield, written as a fraction of the theoretical maximum amount of product (1.0 means a 100% yield; for example, 0.34 means a 34% yield). (1) The reactants are Cl[C:2]1[N:7]=[N:6][C:5]([NH2:8])=[C:4]([CH3:9])[C:3]=1[CH3:10].[CH2:11]([O-:13])[CH3:12].[Na+].C(O)C. No catalyst specified. The product is [CH2:11]([O:13][C:2]1[N:7]=[N:6][C:5]([NH2:8])=[C:4]([CH3:9])[C:3]=1[CH3:10])[CH3:12]. The yield is 0.500. (2) The reactants are [C:1]([Cu])#[N:2].Br[C:5]1[CH:13]=[CH:12][C:8]2[S:9][CH:10]=[CH:11][C:7]=2[CH:6]=1.N1C=CC=CC=1.C(N)CN. The product is [S:9]1[CH:10]=[CH:11][C:7]2[CH:6]=[C:5]([C:1]#[N:2])[CH:13]=[CH:12][C:8]1=2. The yield is 0.900. The catalyst is CN(C=O)C. (3) The reactants are [Br:1][C:2]1[C:7]([N+:8]([O-:10])=[O:9])=[CH:6][CH:5]=[CH:4][C:3]=1[OH:11].[C:12](=O)([O-])[O-].[Cs+].[Cs+].IC.O. The catalyst is CN(C=O)C. The product is [Br:1][C:2]1[C:7]([N+:8]([O-:10])=[O:9])=[CH:6][CH:5]=[CH:4][C:3]=1[O:11][CH3:12]. The yield is 0.970. (4) The reactants are [CH3:1][O:2][C:3]1[CH:4]=[C:5]2[C:10](=[CH:11][C:12]=1[O:13][CH3:14])[N:9]=[CH:8][CH:7]=[C:6]2[O:15][C:16]1[C:22]([CH3:23])=[CH:21][C:19]([NH2:20])=[C:18]([CH3:24])[CH:17]=1.ClC(Cl)(O[C:29](=[O:35])[O:30][C:31](Cl)(Cl)Cl)Cl.[CH3:37][O:38][C:39]1[CH:40]=[C:41](CO)[CH:42]=[CH:43][CH:44]=1.C(=O)(O)[O-].[Na+]. The catalyst is C(Cl)Cl.C(N(CC)CC)C.C1(C)C=CC=CC=1. The product is [CH3:1][O:2][C:3]1[CH:4]=[C:5]2[C:10](=[CH:11][C:12]=1[O:13][CH3:14])[N:9]=[CH:8][CH:7]=[C:6]2[O:15][C:16]1[C:22]([CH3:23])=[CH:21][C:19]([NH:20][C:29](=[O:35])[O:30][CH2:31][C:43]2[CH:42]=[CH:41][CH:40]=[C:39]([O:38][CH3:37])[CH:44]=2)=[C:18]([CH3:24])[CH:17]=1. The yield is 0.740. (5) The reactants are [O:1]=[C:2]1[CH2:6][CH2:5][C@H:4]([CH2:7][O:8]C(C2C=CC=CC=2)(C2C=CC=CC=2)C2C=CC=CC=2)[N:3]1[C:28]1[CH:35]=[CH:34][C:31]([C:32]#[N:33])=[C:30]([C:36]([F:39])([F:38])[F:37])[CH:29]=1.Cl. The catalyst is O1CCOCC1.O. The product is [OH:8][CH2:7][C@H:4]1[CH2:5][CH2:6][C:2](=[O:1])[N:3]1[C:28]1[CH:35]=[CH:34][C:31]([C:32]#[N:33])=[C:30]([C:36]([F:39])([F:37])[F:38])[CH:29]=1. The yield is 0.930. (6) The reactants are C(OC([NH:8][CH:9]1[C:18]2[C:13](=[CH:14][CH:15]=[C:16]([NH:19][C:20]([C:22]3[C:31](=[O:32])[C:30]4[C:25](=[CH:26][CH:27]=[CH:28][CH:29]=4)[NH:24][CH:23]=3)=[O:21])[CH:17]=2)[CH2:12][CH2:11][CH2:10]1)=O)(C)(C)C.C(O)(C(F)(F)F)=O. The catalyst is ClCCl. The product is [NH2:8][CH:9]1[C:18]2[C:13](=[CH:14][CH:15]=[C:16]([NH:19][C:20]([C:22]3[C:31](=[O:32])[C:30]4[C:25](=[CH:26][CH:27]=[CH:28][CH:29]=4)[NH:24][CH:23]=3)=[O:21])[CH:17]=2)[CH2:12][CH2:11][CH2:10]1. The yield is 0.930. (7) The reactants are [N:1]1[C:6]2[CH2:7][CH2:8][NH:9][CH2:10][C:5]=2[C:4](=[O:11])[NH:3][CH:2]=1.Cl[C:13]1[CH:18]=[CH:17][C:16]([CH3:19])=[CH:15][N:14]=1.O1CCOCC1.C(N(CC)C(C)C)(C)C. The yield is 0.479. The product is [CH3:19][C:16]1[CH:17]=[CH:18][C:13]([N:9]2[CH2:8][CH2:7][C:6]3[N:1]=[CH:2][NH:3][C:4](=[O:11])[C:5]=3[CH2:10]2)=[N:14][CH:15]=1. The catalyst is C(Cl)(Cl)Cl.CC(O)C.CN(C)C(=O)C.